This data is from Reaction yield outcomes from USPTO patents with 853,638 reactions. The task is: Predict the reaction yield, written as a fraction of the theoretical maximum amount of product (1.0 means a 100% yield; for example, 0.34 means a 34% yield). (1) The reactants are [CH3:1][O:2][C:3](=[O:36])[C@H:4]([CH2:17][C:18]1[CH:23]=[CH:22][C:21]([NH:24][C:25](=[O:35])[C@H:26]([NH2:34])[CH2:27][C:28]2[CH:29]=[N:30][CH:31]=[CH:32][CH:33]=2)=[CH:20][CH:19]=1)[NH:5][C:6]([C:8]1[C:13]([CH3:14])=[CH:12][CH:11]=[CH:10][C:9]=1[CH2:15][CH3:16])=[S:7].[CH:37](=O)[C:38]1[CH:43]=[CH:42][CH:41]=[CH:40][CH:39]=1.[C:45](OC(=O)C)(=[O:47])[CH3:46]. The catalyst is ClCCl.C(OC)(OC)OC. The product is [CH3:1][O:2][C:3](=[O:36])[C@H:4]([CH2:17][C:18]1[CH:23]=[CH:22][C:21]([N:24]2[C:25](=[O:35])[C@@H:26]([CH2:27][C:28]3[CH:29]=[N:30][CH:31]=[CH:32][CH:33]=3)[N:34]([C:45](=[O:47])[CH3:46])[C@@H:37]2[C:38]2[CH:43]=[CH:42][CH:41]=[CH:40][CH:39]=2)=[CH:20][CH:19]=1)[NH:5][C:6]([C:8]1[C:13]([CH3:14])=[CH:12][CH:11]=[CH:10][C:9]=1[CH2:15][CH3:16])=[S:7]. The yield is 0.670. (2) The reactants are [NH2:1][C:2]1[C:11]([NH2:12])=[CH:10][C:9]([C:13]2[C:14]([CH3:19])=[N:15][O:16][C:17]=2[CH3:18])=[CH:8][C:3]=1[C:4]([O:6][CH3:7])=[O:5].Cl.[CH:21]1([C:24](=N)OCC)[CH2:23][CH2:22]1. The catalyst is CO. The product is [CH:21]1([C:24]2[NH:1][C:2]3[C:3]([C:4]([O:6][CH3:7])=[O:5])=[CH:8][C:9]([C:13]4[C:14]([CH3:19])=[N:15][O:16][C:17]=4[CH3:18])=[CH:10][C:11]=3[N:12]=2)[CH2:23][CH2:22]1. The yield is 0.940. (3) The reactants are [Cl:1][C:2]1[CH:3]=[C:4]([CH:7]=[CH:8][C:9]=1[S:10]([N:13]1[CH2:18][CH2:17][N:16]([C:19]2[CH:24]=[CH:23][C:22]([F:25])=[CH:21][C:20]=2[C:26]([F:29])([F:28])[F:27])[CH2:15][C@H:14]1[CH3:30])(=[O:12])=[O:11])[C:5]#[N:6].[OH:31]S(O)(=O)=O. The catalyst is C(O)(C(F)(F)F)=O. The product is [Cl:1][C:2]1[CH:3]=[C:4]([CH:7]=[CH:8][C:9]=1[S:10]([N:13]1[CH2:18][CH2:17][N:16]([C:19]2[CH:24]=[CH:23][C:22]([F:25])=[CH:21][C:20]=2[C:26]([F:28])([F:27])[F:29])[CH2:15][C@H:14]1[CH3:30])(=[O:11])=[O:12])[C:5]([NH2:6])=[O:31]. The yield is 0.890. (4) The reactants are [Cl:1][CH2:2][CH2:3][C:4]([C:6]1[CH:11]=[CH:10][CH:9]=[CH:8][CH:7]=1)=[O:5].[NH4+].[Cl-].I[CH2:15][C:16]([CH3:18])=[CH2:17]. The catalyst is C1COCC1.[Zn]. The product is [Cl:1][CH2:2][CH2:3][C:4]([C:6]1[CH:11]=[CH:10][CH:9]=[CH:8][CH:7]=1)([OH:5])[CH2:17][C:16]([CH3:18])=[CH2:15]. The yield is 0.760. (5) The reactants are [OH-].[Na+].[S:3]1[CH2:7][C:6](=[O:8])[NH:5][C:4]1=[O:9].[F:10][C:11]([F:25])([F:24])[C:12]1[CH:13]=[C:14]([CH:17]=[C:18]([C:20]([F:23])([F:22])[F:21])[CH:19]=1)[CH2:15]Br.C(O)C. The catalyst is O. The product is [F:10][C:11]([F:24])([F:25])[C:12]1[CH:13]=[C:14]([CH:17]=[C:18]([C:20]([F:23])([F:21])[F:22])[CH:19]=1)[CH2:15][N:5]1[C:6](=[O:8])[CH2:7][S:3][C:4]1=[O:9]. The yield is 0.725. (6) The reactants are [Br:1][C:2]1[CH:3]=[CH:4][C:5]([OH:11])=[C:6]([C:8](=[O:10])[CH3:9])[CH:7]=1.[CH3:12][C:13]1([CH3:21])[CH2:18][CH:17]([CH:19]=O)[CH2:16][CH2:15][O:14]1.N1CCCC1. The catalyst is CO. The product is [Br:1][C:2]1[CH:7]=[C:6]2[C:5](=[CH:4][CH:3]=1)[O:11][CH:19]([CH:17]1[CH2:16][CH2:15][O:14][C:13]([CH3:21])([CH3:12])[CH2:18]1)[CH2:9][C:8]2=[O:10]. The yield is 0.760. (7) The reactants are [C:1]1([S:7](Cl)(=[O:9])=[O:8])[CH:6]=[CH:5][CH:4]=[CH:3][CH:2]=1.[NH2:11][CH2:12][CH2:13][CH2:14][CH2:15][CH2:16][C:17]([OH:19])=[O:18]. The catalyst is [OH-].[Na+].O1CCOCC1. The product is [C:1]1([S:7]([NH:11][CH2:12][CH2:13][CH2:14][CH2:15][CH2:16][C:17]([OH:19])=[O:18])(=[O:9])=[O:8])[CH:6]=[CH:5][CH:4]=[CH:3][CH:2]=1. The yield is 0.550. (8) The reactants are [CH3:1][O:2][C:3]1[CH:4]=[C:5]2[C:10](=[CH:11][CH:12]=1)[N:9]=[C:8]([CH3:13])[CH:7]=[CH:6]2.[Br:14]N1C(=O)CCC1=O. The catalyst is C(#N)C. The product is [Br:14][C:4]1[C:3]([O:2][CH3:1])=[CH:12][CH:11]=[C:10]2[C:5]=1[CH:6]=[CH:7][C:8]([CH3:13])=[N:9]2. The yield is 0.986. (9) The catalyst is CN(C=O)C.CCOC(C)=O. The yield is 0.790. The product is [NH2:1][C:2]1[CH:10]=[N:9][CH:8]=[CH:7][C:3]=1[C:4]([NH2:13])=[O:5]. The reactants are [NH2:1][C:2]1[CH:10]=[N:9][CH:8]=[CH:7][C:3]=1[C:4](O)=[O:5].C1N=C[N:13](C(N2C=NC=C2)=O)C=1.N. (10) The reactants are [I:1][C:2]1[CH:9]=[C:8]([N+:10]([O-])=O)[CH:7]=[CH:6][C:3]=1[C:4]#[N:5].O1CCCC1.[Cl-].[NH4+]. The catalyst is [Fe].C(O)C. The product is [NH2:10][C:8]1[CH:7]=[CH:6][C:3]([C:4]#[N:5])=[C:2]([I:1])[CH:9]=1. The yield is 0.970.